From a dataset of Reaction yield outcomes from USPTO patents with 853,638 reactions. Predict the reaction yield, written as a fraction of the theoretical maximum amount of product (1.0 means a 100% yield; for example, 0.34 means a 34% yield). The reactants are [CH2:1]1OCCOCCOCCOCCOCC[O:3][CH2:2]1.COC(CP(=O)(OCC(F)(F)F)OCC(F)(F)F)=O.C[Si]([N-][Si](C)(C)C)(C)C.[K+].[Cl:48][C:49]1[CH:54]=[CH:53][CH:52]=[CH:51][C:50]=1[NH:55][C:56]1[C:61]([CH:62]=O)=[C:60]([O:64][C:65]2[CH:70]=[CH:69][CH:68]=[CH:67][CH:66]=2)[N:59]=[C:58]([S:71][CH3:72])[N:57]=1.[NH4+].[Cl-]. The catalyst is C1(C)C=CC=CC=1.C1COCC1.CCOCC. The product is [Cl:48][C:49]1[CH:54]=[CH:53][CH:52]=[CH:51][C:50]=1[N:55]1[C:56]2[N:57]=[C:58]([S:71][CH3:72])[N:59]=[C:60]([O:64][C:65]3[CH:66]=[CH:67][CH:68]=[CH:69][CH:70]=3)[C:61]=2[CH:62]=[CH:1][C:2]1=[O:3]. The yield is 0.910.